Dataset: Forward reaction prediction with 1.9M reactions from USPTO patents (1976-2016). Task: Predict the product of the given reaction. The product is: [ClH:22].[ClH:22].[NH:9]([CH:10]1[CH2:11][CH2:12][N:13]([C:16]([O:18][CH:19]([CH3:21])[CH3:20])=[O:17])[CH2:14][CH2:15]1)[NH2:8]. Given the reactants C(OC([NH:8][NH:9][CH:10]1[CH2:15][CH2:14][N:13]([C:16]([O:18][CH:19]([CH3:21])[CH3:20])=[O:17])[CH2:12][CH2:11]1)=O)(C)(C)C.[ClH:22].O1CCOCC1.CCCCCCC, predict the reaction product.